Dataset: Forward reaction prediction with 1.9M reactions from USPTO patents (1976-2016). Task: Predict the product of the given reaction. (1) Given the reactants [C:1]([BH3-])#[N:2].[Na+].N[C:6]1[CH:7]=[CH:8][C:9]2[C:10]3[N:18]=[C:17]([Br:19])[CH:16]=C(C(N)=O)[C:11]=3[NH:12][C:13]=2[CH:14]=1.C=O.[C:25]([OH:28])(=O)[CH3:26].[NH3:29].[CH3:30]O, predict the reaction product. The product is: [Br:19][C:17]1[CH:16]=[C:26]([C:25]([NH2:29])=[O:28])[C:11]2[NH:12][C:13]3[CH:14]=[C:6]([N:2]([CH3:1])[CH3:30])[CH:7]=[CH:8][C:9]=3[C:10]=2[N:18]=1. (2) Given the reactants [CH3:1][CH:2](O)[CH3:3].[CH:5](O)([CH3:7])[CH3:6].[CH3:9][C:10]#[N:11].[C:12](#[N:14])[CH3:13], predict the reaction product. The product is: [CH3:5][N:14]([C:1]1[CH:9]=[CH:10][N:11]=[CH:3][CH:2]=1)[CH3:12].[CH3:1][N:11]([C:6]1[CH:13]=[CH:12][N:14]=[CH:7][CH:5]=1)[CH3:10].